From a dataset of Full USPTO retrosynthesis dataset with 1.9M reactions from patents (1976-2016). Predict the reactants needed to synthesize the given product. Given the product [Cl:1][C:2]1[C:3]([CH3:27])=[C:4]([NH:10][C@H:11]([C@@H:24]([OH:26])[CH3:25])[C:12]([NH:14][NH:15][C:16](=[O:23])[C:17]2[CH:18]=[CH:19][CH:20]=[C:21]([O:40][CH3:39])[CH:22]=2)=[O:13])[CH:5]=[CH:6][C:7]=1[C:8]#[N:9], predict the reactants needed to synthesize it. The reactants are: [Cl:1][C:2]1[C:3]([CH3:27])=[C:4]([NH:10][C@H:11]([C@@H:24]([OH:26])[CH3:25])[C:12]([NH:14][NH:15][C:16](=[O:23])[C:17]2[CH:22]=[CH:21][CH:20]=[CH:19][CH:18]=2)=[O:13])[CH:5]=[CH:6][C:7]=1[C:8]#[N:9].ClC1C(C)=C(N[C@H]([C@@H](O)C)[C:39](O)=[O:40])C=CC=1C#N.COC1C=C(C=CC=1)C(NN)=O.